Dataset: Catalyst prediction with 721,799 reactions and 888 catalyst types from USPTO. Task: Predict which catalyst facilitates the given reaction. (1) Product: [NH2:1][C:2]1[C:7]([CH3:8])=[CH:6][N:5]=[C:4]([C:9]([OH:11])=[O:10])[CH:3]=1. The catalyst class is: 5. Reactant: [NH2:1][C:2]1[C:7]([CH3:8])=[CH:6][N:5]=[C:4]([C:9]([O:11]C)=[O:10])[CH:3]=1.[OH-].[Na+]. (2) Reactant: Br[C:2]1[CH:7]=[CH:6][C:5]([C:8]([F:11])([F:10])[F:9])=[CH:4][C:3]=1[S:12]([N:15]1[CH2:25][CH2:24][CH2:23][C:17]2([C:21](=[O:22])[NH:20][CH2:19][CH2:18]2)[CH2:16]1)(=[O:14])=[O:13].[C:26](=O)([O-])[O-].[K+].[K+].CB1OB(C)OB(C)O1. Product: [CH3:26][C:2]1[CH:7]=[CH:6][C:5]([C:8]([F:11])([F:10])[F:9])=[CH:4][C:3]=1[S:12]([N:15]1[CH2:25][CH2:24][CH2:23][C:17]2([C:21](=[O:22])[NH:20][CH2:19][CH2:18]2)[CH2:16]1)(=[O:14])=[O:13]. The catalyst class is: 77. (3) Reactant: Cl.Cl.[C:3]([O:7][C:8]([N:10]([C@@H:24]1[CH2:28][CH2:27][NH:26][CH2:25]1)[C:11]1[N:16]=[CH:15][C:14](/[CH:17]=[CH:18]/[C:19]([O:21][CH2:22][CH3:23])=[O:20])=[CH:13][CH:12]=1)=[O:9])([CH3:6])([CH3:5])[CH3:4].C(N(C(C)C)CC)(C)C.[CH:38]1([CH:43]=O)[CH2:42][CH2:41][CH2:40][CH2:39]1.C(O[BH-](OC(=O)C)OC(=O)C)(=O)C.[Na+].C(=O)(O)[O-].[Na+]. Product: [C:3]([O:7][C:8]([N:10]([C@@H:24]1[CH2:28][CH2:27][N:26]([CH2:43][CH:38]2[CH2:42][CH2:41][CH2:40][CH2:39]2)[CH2:25]1)[C:11]1[N:16]=[CH:15][C:14](/[CH:17]=[CH:18]/[C:19]([O:21][CH2:22][CH3:23])=[O:20])=[CH:13][CH:12]=1)=[O:9])([CH3:4])([CH3:5])[CH3:6]. The catalyst class is: 26. (4) Reactant: [NH:1]1[CH2:6][CH2:5][O:4][CH2:3][CH2:2]1.[NH2:7][C:8]1[CH:16]=[C:15]([N+:17]([O-:19])=[O:18])[CH:14]=[CH:13][C:9]=1[C:10](O)=[O:11].CN(C(ON1N=NC2C=CC=NC1=2)=[N+](C)C)C.F[P-](F)(F)(F)(F)F. Product: [NH2:7][C:8]1[CH:16]=[C:15]([N+:17]([O-:19])=[O:18])[CH:14]=[CH:13][C:9]=1[C:10]([N:1]1[CH2:6][CH2:5][O:4][CH2:3][CH2:2]1)=[O:11]. The catalyst class is: 10. (5) Product: [F:18][C:14]1[CH:13]=[C:12]2[C:17](=[CH:16][CH:15]=1)[NH:8][C:9]([CH3:20])([CH3:19])[CH2:10][CH2:11]2. The catalyst class is: 29. Reactant: C([N:8]1[C:17]2[C:12](=[CH:13][C:14]([F:18])=[CH:15][CH:16]=2)[CH2:11][CH2:10][C:9]1([CH3:20])[CH3:19])C1C=CC=CC=1. (6) Reactant: [Br:1][C:2]1[C:3]([O:16][CH3:17])=[C:4]2[C:8](=[C:9]([F:11])[CH:10]=1)[NH:7][CH:6]=[C:5]2[CH2:12][C:13](O)=[O:14].[CH3:18][N:19](C(ON1N=NC2C=CC=NC1=2)=[N+](C)C)[CH3:20].F[P-](F)(F)(F)(F)F.CCN(C(C)C)C(C)C. Product: [Br:1][C:2]1[C:3]([O:16][CH3:17])=[C:4]2[C:8](=[C:9]([F:11])[CH:10]=1)[NH:7][CH:6]=[C:5]2[CH2:12][C:13]([N:19]([CH3:20])[CH3:18])=[O:14]. The catalyst class is: 1.